Dataset: Forward reaction prediction with 1.9M reactions from USPTO patents (1976-2016). Task: Predict the product of the given reaction. (1) Given the reactants [CH3:1][NH2:2].[C:3]1([S:9]([C:12]2[CH:13]=[CH:14][C:15]3[O:20][CH2:19][C@@H:18]([CH2:21]OS(C)(=O)=O)[O:17][C:16]=3[CH:27]=2)(=[O:11])=[O:10])[CH:8]=[CH:7][CH:6]=[CH:5][CH:4]=1, predict the reaction product. The product is: [C:3]1([S:9]([C:12]2[CH:13]=[CH:14][C:15]3[O:20][CH2:19][C@@H:18]([CH2:21][NH:2][CH3:1])[O:17][C:16]=3[CH:27]=2)(=[O:11])=[O:10])[CH:8]=[CH:7][CH:6]=[CH:5][CH:4]=1. (2) Given the reactants C([Si](C)(C)[O:6][C@H](C(C)(C)C(=O)CC)CC(O)=O)(C)(C)C.[C:21]([O:24][CH:25]([CH2:29][CH:30]=[C:31]([CH3:45])CCCC(C)COC1CCCCO1)[C:26](=O)[CH3:27])(=[O:23])[CH3:22], predict the reaction product. The product is: [C:21]([O:24][CH:25]([CH2:26][CH3:27])[C:29](=[O:6])[CH2:30][CH2:31][CH3:45])(=[O:23])[CH3:22]. (3) Given the reactants COCCOC.C(=O)([O-])[O-].[K+].[K+].Cl[C:14]1[CH:19]=[C:18]([Cl:20])[CH:17]=[CH:16][N:15]=1.[N:21]1[CH:26]=[C:25](B(O)O)[CH:24]=[N:23][CH:22]=1, predict the reaction product. The product is: [Cl:20][C:18]1[CH:17]=[CH:16][N:15]=[C:14]([C:25]2[CH:26]=[N:21][CH:22]=[N:23][CH:24]=2)[CH:19]=1. (4) Given the reactants [C:1]([O:5][C:6]([N:8]1[CH2:13][CH2:12][N:11]([C:14]2[CH:19]=[CH:18][C:17]([C:20]3[O:24][C:23]([C:25]4[CH:33]=[CH:32][CH:31]=[C:30]5[C:26]=4[CH:27]=[CH:28][NH:29]5)=[N:22][C:21]=3[C:34]([OH:36])=[O:35])=[CH:16][CH:15]=2)[CH2:10][CH2:9]1)=[O:7])([CH3:4])([CH3:3])[CH3:2].[OH-].[Na+], predict the reaction product. The product is: [C:1]([O:5][C:6]([N:8]1[CH2:13][CH2:12][N:11]([C:14]2[CH:19]=[CH:18][C:17]([C:20]3[O:24][C:23]([C:25]4[CH:26]=[C:30]5[C:31]([CH:27]=[CH:28][NH:29]5)=[CH:32][CH:33]=4)=[N:22][C:21]=3[C:34]([OH:36])=[O:35])=[CH:16][CH:15]=2)[CH2:10][CH2:9]1)=[O:7])([CH3:4])([CH3:2])[CH3:3].